Dataset: Full USPTO retrosynthesis dataset with 1.9M reactions from patents (1976-2016). Task: Predict the reactants needed to synthesize the given product. Given the product [C:21]([O:20][C:18]([N:25]1[CH2:30][CH2:29][CH:28]([N:17]2[C@H:7]([C:1]3[CH:2]=[CH:3][CH:4]=[CH:5][CH:6]=3)[CH2:8][N:9]([CH2:10][C:11]3[CH:16]=[CH:15][N:14]=[CH:13][CH:12]=3)[C:40]2=[O:42])[CH2:27][CH2:26]1)=[O:19])([CH3:24])([CH3:23])[CH3:22], predict the reactants needed to synthesize it. The reactants are: [C:1]1([C@@H:7]([NH2:17])[CH2:8][NH:9][CH2:10][C:11]2[CH:16]=[CH:15][N:14]=[CH:13][CH:12]=2)[CH:6]=[CH:5][CH:4]=[CH:3][CH:2]=1.[C:18]([N:25]1[CH2:30][CH2:29][C:28](=O)[CH2:27][CH2:26]1)([O:20][C:21]([CH3:24])([CH3:23])[CH3:22])=[O:19].CCN(CC)CC.Cl[C:40](Cl)([O:42]C(=O)OC(Cl)(Cl)Cl)Cl.